Dataset: Full USPTO retrosynthesis dataset with 1.9M reactions from patents (1976-2016). Task: Predict the reactants needed to synthesize the given product. (1) Given the product [CH2:1]([N:3]1[C:7]2=[N:8][C:9]([C:22]3[CH:23]=[CH:24][CH:25]=[CH:26][CH:27]=3)=[C:10]([C:19]([NH:35][CH2:34][C:33]3[CH:36]=[CH:37][C:30]([O:29][CH3:28])=[CH:31][CH:32]=3)=[O:21])[C:11]([C:12]3[CH:13]=[N:14][CH:15]=[C:16]([CH3:18])[CH:17]=3)=[C:6]2[CH:5]=[N:4]1)[CH3:2], predict the reactants needed to synthesize it. The reactants are: [CH2:1]([N:3]1[C:7]2=[N:8][C:9]([C:22]3[CH:27]=[CH:26][CH:25]=[CH:24][CH:23]=3)=[C:10]([C:19]([OH:21])=O)[C:11]([C:12]3[CH:13]=[N:14][CH:15]=[C:16]([CH3:18])[CH:17]=3)=[C:6]2[CH:5]=[N:4]1)[CH3:2].[CH3:28][O:29][C:30]1[CH:37]=[CH:36][C:33]([CH2:34][NH2:35])=[CH:32][CH:31]=1.F[P-](F)(F)(F)(F)F.N1(OC(N(C)C)=[N+](C)C)C2N=CC=CC=2N=N1. (2) Given the product [OH:12][C:9]1[CH:10]=[CH:11][C:6]([CH2:5][C:4]([OH:15])=[O:3])=[CH:7][C:8]=1[O:13][CH3:14], predict the reactants needed to synthesize it. The reactants are: C([O:3][C:4](=[O:15])[CH2:5][C:6]1[CH:11]=[CH:10][C:9]([OH:12])=[C:8]([O:13][CH3:14])[CH:7]=1)C. (3) Given the product [C:24]([O:28][C:29](=[O:42])[NH:30][CH:31]1[C:39]2[C:34](=[CH:35][CH:36]=[C:37]([N:40]=[C:16]([N:15]([CH2:14][C:13]3[CH:20]=[CH:21][C:22]([F:23])=[C:11]([F:10])[CH:12]=3)[CH3:19])[CH3:17])[CH:38]=2)[CH2:33][CH:32]1[OH:41])([CH3:27])([CH3:25])[CH3:26], predict the reactants needed to synthesize it. The reactants are: FC(F)(F)S(OC)(=O)=O.[F:10][C:11]1[CH:12]=[C:13]([CH:20]=[CH:21][C:22]=1[F:23])[CH2:14][N:15]([CH3:19])[C:16](=S)[CH3:17].[C:24]([O:28][C:29](=[O:42])[NH:30][CH:31]1[C:39]2[C:34](=[CH:35][CH:36]=[C:37]([NH2:40])[CH:38]=2)[CH2:33][CH:32]1[OH:41])([CH3:27])([CH3:26])[CH3:25].N1C=CC=CC=1. (4) Given the product [CH2:1]([N:8]1[CH2:17][CH:16]([CH3:18])[NH:15][CH2:14][C:9]21[CH2:10][CH2:11][CH2:12][CH2:13]2)[C:2]1[CH:7]=[CH:6][CH:5]=[CH:4][CH:3]=1, predict the reactants needed to synthesize it. The reactants are: [CH2:1]([N:8]1[CH2:17][C:16](C)([CH3:18])[NH:15][CH2:14][C:9]21[CH2:13][CH2:12][CH2:11][CH2:10]2)[C:2]1[CH:7]=[CH:6][CH:5]=[CH:4][CH:3]=1.NCC(N)C.OC1(C#N)CCCC1. (5) The reactants are: [NH2:1][C:2]1[N:7]=[CH:6][N:5]=[C:4]([NH:8][C@H:9]([C:11]2[C:20]([C:21]3[CH:26]=[CH:25][CH:24]=[CH:23][N:22]=3)=[C:19]([C:27](O)=[O:28])[C:18]3[C:13](=[CH:14][CH:15]=[C:16]([F:30])[CH:17]=3)[N:12]=2)[CH3:10])[C:3]=1[C:31]#[N:32].CN.[CH2:35]([N:37](C(C)C)C(C)C)C.C1CN([P+](ON2N=NC3C=CC=CC2=3)(N2CCCC2)N2CCCC2)CC1.F[P-](F)(F)(F)(F)F. Given the product [NH2:1][C:2]1[N:7]=[CH:6][N:5]=[C:4]([NH:8][C@H:9]([C:11]2[C:20]([C:21]3[CH:26]=[CH:25][CH:24]=[CH:23][N:22]=3)=[C:19]([C:27]([NH:37][CH3:35])=[O:28])[C:18]3[C:13](=[CH:14][CH:15]=[C:16]([F:30])[CH:17]=3)[N:12]=2)[CH3:10])[C:3]=1[C:31]#[N:32], predict the reactants needed to synthesize it.